Dataset: Forward reaction prediction with 1.9M reactions from USPTO patents (1976-2016). Task: Predict the product of the given reaction. (1) Given the reactants [C:1]1([C:7]#[CH:8])[CH:6]=[CH:5][CH:4]=[CH:3][CH:2]=1.Cl[O:10][N:11]=[CH:12][C:13]1[CH:18]=[CH:17][C:16]([C:19]#[N:20])=[CH:15][C:14]=1[N+:21]([O-:23])=[O:22].C(Cl)Cl.C[C:28]#[N:29], predict the reaction product. The product is: [C:19]([C:16]1[CH:17]=[CH:18][C:13]([C:12]2[CH:8]=[C:7]([C:1]3[CH:6]=[CH:5][C:4]([C:28]#[N:29])=[CH:3][CH:2]=3)[O:10][N:11]=2)=[C:14]([N+:21]([O-:23])=[O:22])[CH:15]=1)#[N:20]. (2) Given the reactants [Br:1][C:2]1[CH:31]=[CH:30][C:5]([CH2:6][C@H:7]2[C:12](=[O:13])[C@@H:11]([NH:14][C:15]3([C:18]4[CH:23]=[CH:22][CH:21]=[C:20]([C:24]([CH3:27])([CH3:26])[CH3:25])[CH:19]=4)[CH2:17][CH2:16]3)[CH2:10][S:9](=[O:29])(=[O:28])[CH2:8]2)=[CH:4][CH:3]=1.O.[OH-].[Na+], predict the reaction product. The product is: [Br:1][C:2]1[CH:31]=[CH:30][C:5]([CH2:6][C@H:7]2[C@H:12]([OH:13])[C@@H:11]([NH:14][C:15]3([C:18]4[CH:23]=[CH:22][CH:21]=[C:20]([C:24]([CH3:27])([CH3:26])[CH3:25])[CH:19]=4)[CH2:17][CH2:16]3)[CH2:10][S:9](=[O:29])(=[O:28])[CH2:8]2)=[CH:4][CH:3]=1. (3) Given the reactants [N+:1]([C:4]1[CH:13]=[CH:12][CH:11]=[C:10]2[C:5]=1[N:6]=[CH:7][CH:8]=[N:9]2)([O-])=O.Cl[Sn]Cl, predict the reaction product. The product is: [N:9]1[C:10]2[C:5](=[C:4]([NH2:1])[CH:13]=[CH:12][CH:11]=2)[N:6]=[CH:7][CH:8]=1. (4) Given the reactants O[CH:2]([C:7]1[CH:12]=[CH:11][CH:10]=[C:9]([CH3:13])[N:8]=1)[C:3](=[CH2:6])[C:4]#[N:5].C(OC(=O)C)(=O)C, predict the reaction product. The product is: [CH3:13][C:9]1[N:8]2[C:7]([CH:12]=[CH:11][CH:10]=1)=[CH:2][C:3]([C:4]#[N:5])=[CH:6]2. (5) The product is: [ClH:9].[CH3:12][C:11]1[N:4]([CH2:1][CH:2]=[CH2:3])[C:5](=[N:6][NH2:7])[S:8][CH:10]=1. Given the reactants [CH2:1]([NH:4][C:5](=[S:8])[NH:6][NH2:7])[CH:2]=[CH2:3].[Cl:9][CH2:10][C:11](=O)[CH3:12], predict the reaction product.